From a dataset of Reaction yield outcomes from USPTO patents with 853,638 reactions. Predict the reaction yield, written as a fraction of the theoretical maximum amount of product (1.0 means a 100% yield; for example, 0.34 means a 34% yield). (1) The reactants are [CH3:1][O:2][C:3]1[CH:8]=[CH:7][C:6]([CH3:9])=[CH:5][C:4]=1B(O)O.[N+:13]([C:16]1[CH:17]=[C:18](I)[CH:19]=[CH:20][CH:21]=1)([O-:15])=[O:14].C([O-])([O-])=O.[K+].[K+]. The catalyst is CO.O.C(OCC)(=O)C.CC([O-])=O.CC([O-])=O.[Pd+2]. The product is [CH3:1][O:2][C:3]1[CH:8]=[CH:7][C:6]([CH3:9])=[CH:5][C:4]=1[C:20]1[CH:19]=[CH:18][CH:17]=[C:16]([N+:13]([O-:15])=[O:14])[CH:21]=1. The yield is 0.910. (2) The reactants are [CH3:1][C:2]1[O:6][N:5]=[C:4]([C:7]2[CH:12]=[CH:11][CH:10]=[CH:9][CH:8]=2)[C:3]=1[CH2:13][O:14][C:15]1[CH:23]=[CH:22][C:18]([C:19]([OH:21])=O)=[CH:17][N:16]=1.[CH3:24][N:25]1[CH:29]=[C:28]([NH2:30])[CH:27]=[N:26]1. No catalyst specified. The product is [CH3:1][C:2]1[O:6][N:5]=[C:4]([C:7]2[CH:8]=[CH:9][CH:10]=[CH:11][CH:12]=2)[C:3]=1[CH2:13][O:14][C:15]1[CH:23]=[CH:22][C:18]([C:19]([NH:30][C:28]2[CH:27]=[N:26][N:25]([CH3:24])[CH:29]=2)=[O:21])=[CH:17][N:16]=1. The yield is 0.410. (3) The reactants are [Cl:1][C:2]1[CH:3]=[C:4]2[C:8](=[CH:9][CH:10]=1)[NH:7][C:6]([C:11]([OH:13])=O)=[CH:5]2.[CH3:14][N:15]([C:17](=[O:24])[C:18]1[CH:23]=[CH:22][CH:21]=[CH:20][CH:19]=1)[NH2:16].ON1C2C=CC=CC=2N=N1.C(Cl)CCl. The catalyst is CN(C=O)C.O. The product is [Cl:1][C:2]1[CH:3]=[C:4]2[C:8](=[CH:9][CH:10]=1)[NH:7][C:6]([C:11]([NH:16][N:15]([CH3:14])[C:17](=[O:24])[C:18]1[CH:23]=[CH:22][CH:21]=[CH:20][CH:19]=1)=[O:13])=[CH:5]2. The yield is 0.660. (4) The reactants are Cl.[NH2:2][C@H:3]1[CH2:7][CH2:6][N:5]([C:8]2[CH:16]=[CH:15][C:11]([C:12]([NH2:14])=[O:13])=[C:10]([NH:17][C:18]3[CH:23]=[CH:22][C:21]([C:24]([N:26]4[CH2:31][CH2:30][N:29]([CH3:32])[CH2:28][CH2:27]4)=[O:25])=[CH:20][CH:19]=3)[N:9]=2)[CH2:4]1.ClCCCl.[C:37](O)(=[O:40])[CH:38]=[CH2:39].C(N(C(C)C)C(C)C)C.C(P1(=O)OP(=O)(CCC)OP(=O)(CCC)O1)CC. No catalyst specified. The product is [C:37]([NH:2][C@H:3]1[CH2:7][CH2:6][N:5]([C:8]2[CH:16]=[CH:15][C:11]([C:12]([NH2:14])=[O:13])=[C:10]([NH:17][C:18]3[CH:19]=[CH:20][C:21]([C:24]([N:26]4[CH2:31][CH2:30][N:29]([CH3:32])[CH2:28][CH2:27]4)=[O:25])=[CH:22][CH:23]=3)[N:9]=2)[CH2:4]1)(=[O:40])[CH:38]=[CH2:39]. The yield is 0.0340. (5) The reactants are [CH2:1]([NH:3][CH2:4][C:5]([N:7]1[CH2:12][CH2:11][S:10][C:9]2[CH:13]=[CH:14][C:15]([N+:17]([O-:19])=[O:18])=[CH:16][C:8]1=2)=[O:6])[CH3:2].C(N(CC)CC)C.[C:27](O[C:27]([O:29][C:30]([CH3:33])([CH3:32])[CH3:31])=[O:28])([O:29][C:30]([CH3:33])([CH3:32])[CH3:31])=[O:28]. The catalyst is O1CCOCC1.C(OCC)(=O)C. The product is [CH2:1]([N:3]([CH2:4][C:5]([N:7]1[CH2:12][CH2:11][S:10][C:9]2[CH:13]=[CH:14][C:15]([N+:17]([O-:19])=[O:18])=[CH:16][C:8]1=2)=[O:6])[C:27](=[O:28])[O:29][C:30]([CH3:33])([CH3:32])[CH3:31])[CH3:2]. The yield is 0.980. (6) The reactants are C(=O)([O-])[O-].[K+].[K+].C[Si](C)(C)[C:9]#[C:10][C:11]1[CH:16]=[CH:15][CH:14]=[C:13]([C:17]([F:20])([F:19])[F:18])[CH:12]=1.Cl. The catalyst is C(O)C. The product is [C:10]([C:11]1[CH:16]=[CH:15][CH:14]=[C:13]([C:17]([F:18])([F:19])[F:20])[CH:12]=1)#[CH:9]. The yield is 0.770. (7) The reactants are [Si:1]([O:8][CH:9]([CH2:20][O:21][C:22]1[CH:27]=[CH:26][CH:25]=[C:24]([C:28]2[N:33]=[C:32](Cl)[C:31]([CH3:35])=[C:30]([C:36]3[C:37]([CH3:42])=[N:38][O:39][C:40]=3[CH3:41])[N:29]=2)[CH:23]=1)[CH2:10][N:11]([CH3:19])[C:12](=[O:18])[O:13][C:14]([CH3:17])([CH3:16])[CH3:15])([C:4]([CH3:7])([CH3:6])[CH3:5])([CH3:3])[CH3:2].Cl.[NH2:44][CH:45]1[CH2:50][CH2:49][N:48]([C:51]([O:53][CH3:54])=[O:52])[CH2:47][CH2:46]1.C(N(CC)CC)C. The catalyst is CS(C)=O.CCOC(C)=O. The product is [C:14]([O:13][C:12]([N:11]([CH3:19])[CH2:10][CH:9]([O:8][Si:1]([C:4]([CH3:7])([CH3:6])[CH3:5])([CH3:3])[CH3:2])[CH2:20][O:21][C:22]1[CH:23]=[C:24]([C:28]2[N:33]=[C:32]([NH:44][CH:45]3[CH2:46][CH2:47][N:48]([C:51]([O:53][CH3:54])=[O:52])[CH2:49][CH2:50]3)[C:31]([CH3:35])=[C:30]([C:36]3[C:37]([CH3:42])=[N:38][O:39][C:40]=3[CH3:41])[N:29]=2)[CH:25]=[CH:26][CH:27]=1)=[O:18])([CH3:17])([CH3:16])[CH3:15]. The yield is 0.800. (8) The reactants are [NH2:1][C:2]1[C:3]([C:8]([OH:10])=[O:9])=[N:4][CH:5]=[CH:6][CH:7]=1.S(=O)(=O)(O)O.[CH3:16]O. No catalyst specified. The product is [NH2:1][C:2]1[C:3]([C:8]([O:10][CH3:16])=[O:9])=[N:4][CH:5]=[CH:6][CH:7]=1. The yield is 0.770. (9) The reactants are [CH2:1]([S:8][CH2:9][CH2:10][C:11](Cl)=O)[C:2]1[CH:7]=[CH:6][CH:5]=[CH:4][CH:3]=1.Cl.[NH2:15][NH:16][C:17]([NH2:19])=[O:18].[OH-].[Na+]. The catalyst is C1COCC1.O.[OH-].[Na+]. The product is [CH2:1]([S:8][CH2:9][CH2:10][C:11]1[NH:19][C:17](=[O:18])[NH:16][N:15]=1)[C:2]1[CH:3]=[CH:4][CH:5]=[CH:6][CH:7]=1. The yield is 0.280.